From a dataset of Catalyst prediction with 721,799 reactions and 888 catalyst types from USPTO. Predict which catalyst facilitates the given reaction. Reactant: [CH2:1]([O:3][C:4]([C:6]1[C:7](Cl)=[C:8]2[CH:14]=[N:13][N:12]([CH2:15][C:16]3[CH:21]=[CH:20][C:19]([O:22][CH3:23])=[CH:18][CH:17]=3)[C:9]2=[N:10][CH:11]=1)=[O:5])[CH3:2].[F:25][C:26]1[CH:32]=[C:31]([I:33])[CH:30]=[CH:29][C:27]=1[NH2:28]. Product: [CH2:1]([O:3][C:4]([C:6]1[C:7]([NH:28][C:27]2[CH:29]=[CH:30][C:31]([I:33])=[CH:32][C:26]=2[F:25])=[C:8]2[CH:14]=[N:13][N:12]([CH2:15][C:16]3[CH:21]=[CH:20][C:19]([O:22][CH3:23])=[CH:18][CH:17]=3)[C:9]2=[N:10][CH:11]=1)=[O:5])[CH3:2]. The catalyst class is: 38.